Predict the reactants needed to synthesize the given product. From a dataset of Full USPTO retrosynthesis dataset with 1.9M reactions from patents (1976-2016). (1) Given the product [Cl:28][C:29]1[CH:34]=[CH:33][C:32]([NH:35][C:36](=[O:37])[N:25]([C@@H:8]2[CH2:7][C@H:6]3[C@:5]([C:12]4[CH:17]=[CH:16][C:15]([O:18][CH3:19])=[C:14]([O:20][CH3:21])[CH:13]=4)([CH2:4][CH2:3][N:2]3[CH3:1])[CH2:11][CH2:10]2)[CH3:24])=[CH:31][C:30]=1[C:38]([F:39])([F:40])[F:41], predict the reactants needed to synthesize it. The reactants are: [CH3:1][N:2]1[C@H:6]2[CH2:7][C:8]([CH2:10][CH2:11][C@@:5]2([C:12]2[CH:17]=[CH:16][C:15]([O:18][CH3:19])=[C:14]([O:20][CH3:21])[CH:13]=2)[CH2:4][CH2:3]1)=O.CN.[C:24]([BH3-])#[N:25].[Na+].[Cl:28][C:29]1[CH:34]=[CH:33][C:32]([N:35]=[C:36]=[O:37])=[CH:31][C:30]=1[C:38]([F:41])([F:40])[F:39]. (2) Given the product [CH2:1]([N:8]1[CH2:13][CH2:12][C:11]([C:15]2[CH:16]=[CH:17][C:18]([CH2:21][CH2:22][OH:23])=[CH:19][CH:20]=2)([OH:14])[CH2:10][CH2:9]1)[C:2]1[CH:3]=[CH:4][CH:5]=[CH:6][CH:7]=1, predict the reactants needed to synthesize it. The reactants are: [CH2:1]([N:8]1[CH2:13][CH2:12][C:11]([C:15]2[CH:20]=[CH:19][C:18]([CH2:21][CH2:22][O:23]C3CCCCO3)=[CH:17][CH:16]=2)([OH:14])[CH2:10][CH2:9]1)[C:2]1[CH:7]=[CH:6][CH:5]=[CH:4][CH:3]=1.Cl.C(=O)([O-])O.[Na+]. (3) Given the product [F:13][C:4]1[C:5]([F:12])=[C:6]2[O:10][C:9]([CH3:11])=[CH:8][C:7]2=[C:2]([CH:26]=[O:27])[C:3]=1[O:14][CH2:15][O:16][CH2:17][CH2:18][O:19][CH3:20], predict the reactants needed to synthesize it. The reactants are: Br[C:2]1[C:7]2[CH:8]=[C:9]([CH3:11])[O:10][C:6]=2[C:5]([F:12])=[C:4]([F:13])[C:3]=1[O:14][CH2:15][O:16][CH2:17][CH2:18][O:19][CH3:20].[Li]CCCC.[CH:26](N1CCOCC1)=[O:27].Cl. (4) Given the product [CH3:1][S:2]([C:5]1[CH:10]=[CH:9][C:8]([N:16]2[C:17]3[CH2:18][CH2:19][CH2:20][CH2:21][C:22]=3[C:14]([C:13]([F:12])([F:24])[F:23])=[N:15]2)=[CH:7][CH:6]=1)(=[O:4])=[O:3], predict the reactants needed to synthesize it. The reactants are: [CH3:1][S:2]([C:5]1[CH:10]=[CH:9][C:8](Br)=[CH:7][CH:6]=1)(=[O:4])=[O:3].[F:12][C:13]([F:24])([F:23])[C:14]1[C:22]2[CH2:21][CH2:20][CH2:19][CH2:18][C:17]=2[NH:16][N:15]=1. (5) Given the product [CH3:1][C:2]1([C:9]2[CH:10]=[CH:11][CH:12]=[CH:13][CH:14]=2)[NH:6][C:5](=[O:7])[N:4]([CH2:37][CH2:38][CH:32]([O:31][C:19]2[CH:20]=[CH:21][C:22]3[C:23]([C:27]([F:30])([F:28])[F:29])=[N:24][O:25][C:26]=3[C:18]=2[CH2:15][CH2:16][CH3:17])[CH3:33])[C:3]1=[O:8], predict the reactants needed to synthesize it. The reactants are: [CH3:1][C:2]1([C:9]2[CH:14]=[CH:13][CH:12]=[CH:11][CH:10]=2)[NH:6][C:5](=[O:7])[NH:4][C:3]1=[O:8].[CH2:15]([C:18]1[C:26]2[O:25][N:24]=[C:23]([C:27]([F:30])([F:29])[F:28])[C:22]=2[CH:21]=[CH:20][C:19]=1[O:31][CH2:32][CH2:33]CCBr)[CH2:16][CH3:17].[C:37]1(C)C=CC=C[CH:38]=1. (6) Given the product [CH3:4][N:3]1[CH2:7][CH2:9][O:24][CH2:1][CH2:2]1.[CH3:7][N:3]1[CH2:4][CH2:5][O:98][CH2:1][CH2:2]1, predict the reactants needed to synthesize it. The reactants are: [CH3:1][CH2:2][N:3]([CH:7]([CH3:9])C)[CH:4](C)[CH3:5].[CH:2]([N:3]([CH:7](C)[CH3:9])[CH2:4][CH3:5])(C)[CH3:1].N1C(=[O:24])CC[C@H]1C(O)=O.N1C=CC=CC=1.C1C=C(Cl)C=C(C(OO)=O)C=1.ClC1C=C(C=CC=1)C(OO)=O.C1C(=O)N(Br)C(=O)C1.BrN1C(=O)CCC1=O.C(Cl)CCl.Cl.CN(C)CCCN=C=NCC.C1C=CC2N(O)N=NC=2C=1.[OH2:98].ON1C2C=CC=CC=2N=N1. (7) Given the product [CH3:1][C:2]1[NH:6][C:5]2[CH:7]=[C:8]([C:11]3[CH:12]=[CH:13][C:14]4[O:20][CH2:19][CH2:18][N:17]([C:21]5[C:30]6[C:25](=[C:26]([O:39][CH3:40])[C:27]([O:31][CH2:32][CH:33]([CH3:38])[CH3:34])=[CH:28][CH:29]=6)[N:24]=[CH:23][N:22]=5)[CH2:16][C:15]=4[CH:41]=3)[CH:9]=[CH:10][C:4]=2[N:3]=1, predict the reactants needed to synthesize it. The reactants are: [CH3:1][C:2]1[NH:6][C:5]2[CH:7]=[C:8]([C:11]3[CH:12]=[CH:13][C:14]4[O:20][CH2:19][CH2:18][N:17]([C:21]5[C:30]6[C:25](=[C:26]([O:39][CH3:40])[C:27]([O:31][CH2:32][C:33]7[CH:38]=CC=C[CH:34]=7)=[CH:28][CH:29]=6)[N:24]=[CH:23][N:22]=5)[CH2:16][C:15]=4[CH:41]=3)[CH:9]=[CH:10][C:4]=2[N:3]=1.C(Br)C(C)C. (8) Given the product [CH2:1]([N:8]1[CH2:12][CH:11]2[CH:10]([C:16]([CH2:17][O:18][CH:19]3[CH2:24][CH2:23][CH2:22][CH2:21][O:20]3)=[N:13][O:14]2)[CH2:9]1)[C:2]1[CH:7]=[CH:6][CH:5]=[CH:4][CH:3]=1, predict the reactants needed to synthesize it. The reactants are: [CH2:1]([N:8]1[CH2:12][CH:11]=[CH:10][CH2:9]1)[C:2]1[CH:7]=[CH:6][CH:5]=[CH:4][CH:3]=1.[N+:13]([CH2:16][CH2:17][O:18][CH:19]1[CH2:24][CH2:23][CH2:22][CH2:21][O:20]1)([O-])=[O:14].C(N(CC)CC)C.C1(N=C=O)C=CC=CC=1.